This data is from Forward reaction prediction with 1.9M reactions from USPTO patents (1976-2016). The task is: Predict the product of the given reaction. (1) Given the reactants C([O:3][CH:4](OCC)[C:5]1[CH:6]=[C:7]([CH:24]=[CH:25][CH:26]=1)[CH2:8][O:9][C:10]1[CH:15]=[C:14]([C:16]([F:19])([F:18])[F:17])[CH:13]=[C:12]([C:20]([F:23])([F:22])[F:21])[CH:11]=1)C.Cl.C([O-])(O)=O.[Na+], predict the reaction product. The product is: [F:17][C:16]([F:18])([F:19])[C:14]1[CH:15]=[C:10]([CH:11]=[C:12]([C:20]([F:23])([F:22])[F:21])[CH:13]=1)[O:9][CH2:8][C:7]1[CH:6]=[C:5]([CH:26]=[CH:25][CH:24]=1)[CH:4]=[O:3]. (2) The product is: [F:14][C:10]1[CH:9]=[C:8]([C:6]2[CH:7]=[C:2]([O:20][CH:16]([CH3:15])[C:17]#[C:18][CH3:19])[N:3]=[CH:4][N:5]=2)[CH:13]=[CH:12][CH:11]=1. Given the reactants Cl[C:2]1[CH:7]=[C:6]([C:8]2[CH:13]=[CH:12][CH:11]=[C:10]([F:14])[CH:9]=2)[N:5]=[CH:4][N:3]=1.[CH3:15][CH:16]([OH:20])[C:17]#[C:18][CH3:19].[H-].[Na+].O, predict the reaction product. (3) Given the reactants [F:1][C:2]([F:12])([F:11])[O:3][C:4]1[CH:9]=[CH:8][CH:7]=[CH:6][C:5]=1Br.[CH:13]([C:15]1[S:19][C:18](B(O)O)=[CH:17][CH:16]=1)=[O:14].C1C=CC(P(C2C=CC=CC=2)C2C=CC=CC=2)=CC=1.C(=O)([O-])[O-].[Na+].[Na+], predict the reaction product. The product is: [F:1][C:2]([F:12])([F:11])[O:3][C:4]1[CH:9]=[CH:8][CH:7]=[CH:6][C:5]=1[C:18]1[S:19][C:15]([CH:13]=[O:14])=[CH:16][CH:17]=1. (4) Given the reactants NCC(O)=O.[OH-].[K+].[O-]S([O-])(=O)=O.[Mg+2].[CH:14]1[CH:19]=[N+:18]([C@@H:20]2[O:24][C@H:23]([CH2:25][O:26][P:27]([O:30][P:31]([O:34][CH2:35][C@H:36]3[O:40][C@@H:39]([N:41]4[C:45]5[N:46]=[CH:47][N:48]=[C:49]([NH2:50])[C:44]=5[N:43]=[CH:42]4)[C@H:38]([OH:51])[C@@H:37]3[OH:52])([OH:33])=[O:32])([OH:29])=[O:28])[C@@H:22]([OH:53])[C@H:21]2[OH:54])[CH:17]=[C:16]([C:55]([NH2:57])=[O:56])[CH:15]=1, predict the reaction product. The product is: [CH:47]1[N:48]=[C:49]([NH2:50])[C:44]2[N:43]=[CH:42][N:41]([C@@H:39]3[O:40][C@H:36]([CH2:35][O:34][P:31]([O:30][P:27]([O:26][CH2:25][C@H:23]4[O:24][C@@H:20]([N:18]5[CH:17]=[C:16]([C:55]([NH2:57])=[O:56])[CH2:15][CH:14]=[CH:19]5)[C@H:21]([OH:54])[C@@H:22]4[OH:53])([OH:29])=[O:28])([OH:33])=[O:32])[C@@H:37]([OH:52])[C@H:38]3[OH:51])[C:45]=2[N:46]=1. (5) Given the reactants N(C(OC(C)C)=O)=NC(OC(C)C)=O.[OH:15][C:16]1[CH:21]=[CH:20][C:19]([CH2:22][CH:23]([CH3:30])[CH2:24][C:25]([O:27][CH2:28][CH3:29])=[O:26])=[CH:18][CH:17]=1.C(O[C:36]([N:38]([C:40]1[CH:45]=[CH:44][C:43]([CH:46](O)[CH3:47])=[CH:42][N:41]=1)C)=O)(C)(C)C.C1(P(C2C=CC=CC=2)C2C=CC=CC=2)C=CC=CC=1, predict the reaction product. The product is: [CH3:30][CH:23]([CH2:22][C:19]1[CH:18]=[CH:17][C:16]([O:15][CH2:47][CH2:46][C:43]2[CH:44]=[CH:45][C:40]([NH:38][CH3:36])=[N:41][CH:42]=2)=[CH:21][CH:20]=1)[CH2:24][C:25]([O:27][CH2:28][CH3:29])=[O:26].